This data is from Peptide-MHC class II binding affinity with 134,281 pairs from IEDB. The task is: Regression. Given a peptide amino acid sequence and an MHC pseudo amino acid sequence, predict their binding affinity value. This is MHC class II binding data. (1) The peptide sequence is VAPIEHIASMRRNYF. The MHC is DRB1_0401 with pseudo-sequence DRB1_0401. The binding affinity (normalized) is 0.425. (2) The peptide sequence is AFILDGDNHFPKV. The MHC is HLA-DQA10501-DQB10201 with pseudo-sequence HLA-DQA10501-DQB10201. The binding affinity (normalized) is 0.478. (3) The peptide sequence is ESHGVAAVLFAATAA. The MHC is DRB4_0101 with pseudo-sequence DRB4_0103. The binding affinity (normalized) is 0.218. (4) The peptide sequence is VVMTSLALVGAALHP. The MHC is DRB3_0101 with pseudo-sequence DRB3_0101. The binding affinity (normalized) is 0.150. (5) The peptide sequence is GFIGLCKTLGSRCVR. The MHC is DRB3_0101 with pseudo-sequence DRB3_0101. The binding affinity (normalized) is 0.285.